This data is from Forward reaction prediction with 1.9M reactions from USPTO patents (1976-2016). The task is: Predict the product of the given reaction. (1) Given the reactants [NH2:1][C:2]1[CH:7]=[CH:6][C:5](Br)=[C:4]([CH3:9])[N:3]=1.[C:10]([O-])([O-])=O.[K+].[K+].CB1OB(C)OB(C)O1.O, predict the reaction product. The product is: [NH2:1][C:2]1[CH:7]=[CH:6][C:5]([CH3:10])=[C:4]([CH3:9])[N:3]=1. (2) Given the reactants [Br:1][C:2]1[CH:3]=[C:4]2[C:9](=[C:10](OC)[CH:11]=1)[N:8]=[C:7]([Cl:14])[N:6]=[CH:5]2.NC1C=CC(Br)=C([F:25])C=1C#N, predict the reaction product. The product is: [Br:1][C:2]1[C:3]([F:25])=[C:4]2[C:9](=[CH:10][CH:11]=1)[N:8]=[C:7]([Cl:14])[N:6]=[CH:5]2. (3) Given the reactants Br[C:2]1[S:3][C:4]([NH:34][C:35]([O:37][C:38]([CH3:41])([CH3:40])[CH3:39])=[O:36])=[C:5]([C:7]([NH:9][C:10]2[CH:11]=[N:12][N:13]([CH:31]3[CH2:33][CH2:32]3)[C:14]=2[N:15]2[CH2:21][C:20]([F:23])([F:22])[CH2:19][N:18]([C:24]([O:26][C:27]([CH3:30])([CH3:29])[CH3:28])=[O:25])[CH2:17][CH2:16]2)=[O:8])[N:6]=1.O.O.[F-].[K+].[F:46][C:47]1[CH:52]=[CH:51][CH:50]=[C:49]([F:53])[C:48]=1B(O)O, predict the reaction product. The product is: [C:38]([O:37][C:35]([NH:34][C:4]1[S:3][C:2]([C:48]2[C:47]([F:46])=[CH:52][CH:51]=[CH:50][C:49]=2[F:53])=[N:6][C:5]=1[C:7]([NH:9][C:10]1[CH:11]=[N:12][N:13]([CH:31]2[CH2:33][CH2:32]2)[C:14]=1[N:15]1[CH2:21][C:20]([F:23])([F:22])[CH2:19][N:18]([C:24]([O:26][C:27]([CH3:30])([CH3:29])[CH3:28])=[O:25])[CH2:17][CH2:16]1)=[O:8])=[O:36])([CH3:41])([CH3:40])[CH3:39]. (4) Given the reactants [CH3:1][O:2][C:3](=[O:14])[C:4]1[CH:9]=[C:8]([N+:10]([O-:12])=[O:11])[C:7](Cl)=[N:6][CH:5]=1.C(N(CC)CC)C.[CH3:22][O:23][C:24](=[O:27])[CH2:25][SH:26], predict the reaction product. The product is: [CH3:1][O:2][C:3](=[O:14])[C:4]1[CH:9]=[C:8]([N+:10]([O-:12])=[O:11])[C:7]([S:26][CH2:25][C:24]([O:23][CH3:22])=[O:27])=[N:6][CH:5]=1. (5) Given the reactants CC(C1C2(CC[N:10](C([O-])=O)[CH2:9]C2)O1)(C)C.[O:16]1[C:18]2([CH2:23][CH2:22][N:21]([C:24]([O:26][C:27]([CH3:30])([CH3:29])[CH3:28])=[O:25])[CH2:20][CH2:19]2)[CH2:17]1.CN, predict the reaction product. The product is: [OH:16][C:18]1([CH2:17][NH:10][CH3:9])[CH2:23][CH2:22][N:21]([C:24]([O:26][C:27]([CH3:30])([CH3:29])[CH3:28])=[O:25])[CH2:20][CH2:19]1. (6) The product is: [CH2:1]([N:8]1[C@H:14]([CH2:17][CH3:18])[CH2:15][O:16][CH:10]([CH3:11])[C:9]1=[O:13])[C:2]1[CH:7]=[CH:6][CH:5]=[CH:4][CH:3]=1. Given the reactants [CH2:1]([N:8]([C@H:14]([CH2:17][CH3:18])[CH2:15][OH:16])[C:9](=[O:13])[CH:10](Cl)[CH3:11])[C:2]1[CH:7]=[CH:6][CH:5]=[CH:4][CH:3]=1.CC(C)([O-])C.[K+], predict the reaction product.